From a dataset of Catalyst prediction with 721,799 reactions and 888 catalyst types from USPTO. Predict which catalyst facilitates the given reaction. (1) Reactant: [OH:1][B:2]1[C:6]2[CH:7]=[CH:8][C:9]([O:11][C:12]3[CH:20]=[CH:19][C:15]([C:16]([OH:18])=O)=[CH:14][N:13]=3)=[CH:10][C:5]=2[CH2:4][O:3]1.[CH2:21]([NH:23][CH2:24][CH3:25])[CH3:22].CCN(C(C)C)C(C)C.C1CN([P+](Cl)(N2CCCC2)N2CCCC2)CC1.F[P-](F)(F)(F)(F)F. Product: [CH2:21]([N:23]([CH2:24][CH3:25])[C:16](=[O:18])[C:15]1[CH:19]=[CH:20][C:12]([O:11][C:9]2[CH:8]=[CH:7][C:6]3[B:2]([OH:1])[O:3][CH2:4][C:5]=3[CH:10]=2)=[N:13][CH:14]=1)[CH3:22]. The catalyst class is: 31. (2) Reactant: [C:1]([C:5]([NH:7][C:8]1[CH:13]=[CH:12][C:11]([C:14]2[CH:15]=[CH:16][C:17]3[N:18]([C:20]([C:23]4[CH:28]=[CH:27][CH:26]=[CH:25][C:24]=4[O:29][CH3:30])=[N:21][N:22]=3)[CH:19]=2)=[CH:10][CH:9]=1)=[O:6])([CH3:4])([CH3:3])[CH3:2].[H-].[Na+].I[CH3:34]. Product: [CH3:34][N:7]([C:5]([C:1]([CH3:4])([CH3:2])[CH3:3])=[O:6])[C:8]1[CH:9]=[CH:10][C:11]([C:14]2[CH:15]=[CH:16][C:17]3[N:18]([C:20]([C:23]4[CH:28]=[CH:27][CH:26]=[CH:25][C:24]=4[O:29][CH3:30])=[N:21][N:22]=3)[CH:19]=2)=[CH:12][CH:13]=1. The catalyst class is: 1. (3) Reactant: [Br:1][C:2]1[N:3]=[C:4]2[CH:10]=[CH:9][NH:8][C:5]2=[N:6][CH:7]=1.[Cl-].C([Al+]CC)C.[CH3:17][C:18]1([C:25](Cl)=[O:26])[CH2:24][CH2:23][CH2:22][CH2:21][CH2:20][CH2:19]1. Product: [Br:1][C:2]1[N:3]=[C:4]2[C:10]([C:25]([C:18]3([CH3:17])[CH2:24][CH2:23][CH2:22][CH2:21][CH2:20][CH2:19]3)=[O:26])=[CH:9][NH:8][C:5]2=[N:6][CH:7]=1. The catalyst class is: 4. (4) Reactant: C(OC([N:8]1[CH2:13][CH2:12][CH:11]([N:14]([C:18](=[O:20])[CH3:19])[CH:15]2[CH2:17][CH2:16]2)[CH2:10][CH2:9]1)=O)(C)(C)C.[ClH:21]. Product: [ClH:21].[CH:15]1([N:14]([CH:11]2[CH2:12][CH2:13][NH:8][CH2:9][CH2:10]2)[C:18](=[O:20])[CH3:19])[CH2:17][CH2:16]1. The catalyst class is: 343. (5) Reactant: C(OC(=O)[NH:7][CH2:8][C:9]1[CH:14]=[CH:13][CH:12]=[C:11]([CH:15]2[CH2:20][CH2:19][N:18]([C:21]([C:23]3[O:24][C:25]([C:28]#[C:29][C:30]4[CH:35]=[CH:34][CH:33]=[CH:32][C:31]=4[F:36])=[CH:26][CH:27]=3)=[O:22])[CH2:17][CH2:16]2)[CH:10]=1)(C)(C)C.[F:38][C:39]([F:44])([F:43])[C:40]([OH:42])=[O:41]. Product: [F:38][C:39]([F:44])([F:43])[C:40]([OH:42])=[O:41].[NH2:7][CH2:8][C:9]1[CH:10]=[C:11]([CH:15]2[CH2:20][CH2:19][N:18]([C:21]([C:23]3[O:24][C:25]([C:28]#[C:29][C:30]4[CH:35]=[CH:34][CH:33]=[CH:32][C:31]=4[F:36])=[CH:26][CH:27]=3)=[O:22])[CH2:17][CH2:16]2)[CH:12]=[CH:13][CH:14]=1. The catalyst class is: 4. (6) Reactant: Cl[C:2]1[C:7]([C:8]#[C:9][C:10]2[CH:11]=[N:12][C:13]([NH2:16])=[CH:14][CH:15]=2)=[C:6]([CH3:17])[N:5]=[C:4]([NH2:18])[N:3]=1.[CH2:19]([O:21][C:22]([CH:24]1[CH2:29][CH2:28][NH:27][CH2:26][CH2:25]1)=[O:23])[CH3:20].O. Product: [CH2:19]([O:21][C:22]([CH:24]1[CH2:29][CH2:28][N:27]([C:2]2[C:7]([C:8]#[C:9][C:10]3[CH:11]=[N:12][C:13]([NH2:16])=[CH:14][CH:15]=3)=[C:6]([CH3:17])[N:5]=[C:4]([NH2:18])[N:3]=2)[CH2:26][CH2:25]1)=[O:23])[CH3:20]. The catalyst class is: 37. (7) Product: [CH2:15]([N:22]1[CH2:28][CH:27]([CH2:29][O:30][C:36]2[CH:37]=[CH:38][C:33]([F:32])=[C:34]([CH3:40])[CH:35]=2)[CH2:26][O:25][CH2:24][CH:23]1[CH3:31])[C:16]1[CH:17]=[CH:18][CH:19]=[CH:20][CH:21]=1. Reactant: N(C(OC(C)C)=O)=NC(OC(C)C)=O.[CH2:15]([N:22]1[CH2:28][CH:27]([CH2:29][OH:30])[CH2:26][O:25][CH2:24][CH:23]1[CH3:31])[C:16]1[CH:21]=[CH:20][CH:19]=[CH:18][CH:17]=1.[F:32][C:33]1[CH:38]=[CH:37][C:36](O)=[CH:35][C:34]=1[CH3:40]. The catalyst class is: 4. (8) Reactant: [Cl:1][C:2]1[CH:7]=[CH:6][C:5]([CH:8]([C:27]2[CH:32]=[CH:31][C:30]([Cl:33])=[CH:29][CH:28]=2)[N:9]2[CH2:12][CH:11]([N:13]([S:23]([CH3:26])(=[O:25])=[O:24])[C:14]3[CH:15]=[C:16]([CH:20]=[CH:21][CH:22]=3)[C:17](O)=[O:18])[CH2:10]2)=[CH:4][CH:3]=1.[CH3:34][C:35]1([CH3:42])[O:39][CH:38]([CH2:40][NH2:41])[CH2:37][O:36]1.N=C=N. Product: [Cl:33][C:30]1[CH:31]=[CH:32][C:27]([CH:8]([C:5]2[CH:4]=[CH:3][C:2]([Cl:1])=[CH:7][CH:6]=2)[N:9]2[CH2:10][CH:11]([N:13]([S:23]([CH3:26])(=[O:25])=[O:24])[C:14]3[CH:15]=[C:16]([CH:20]=[CH:21][CH:22]=3)[C:17]([NH:41][CH2:40][CH:38]3[CH2:37][O:36][C:35]([CH3:42])([CH3:34])[O:39]3)=[O:18])[CH2:12]2)=[CH:28][CH:29]=1. The catalyst class is: 4. (9) Reactant: [C:1]1([C:7]2[S:8][C:9]([C:17]3[CH:22]=[CH:21][CH:20]=[CH:19][CH:18]=3)=[CH:10][C:11]=2[C:12](OCC)=[O:13])[CH:6]=[CH:5][CH:4]=[CH:3][CH:2]=1.[NH2:23][OH:24].O. Product: [OH:24][NH:23][C:12]([C:11]1[CH:10]=[C:9]([C:17]2[CH:22]=[CH:21][CH:20]=[CH:19][CH:18]=2)[S:8][C:7]=1[C:1]1[CH:6]=[CH:5][CH:4]=[CH:3][CH:2]=1)=[O:13]. The catalyst class is: 92. (10) The catalyst class is: 10. Product: [Cl:1][C:2]1[C:3]([N:8]2[C:12]([C:13]([O:15][CH2:16][CH3:17])=[O:14])=[CH:11][C:10](=[O:18])[NH:9]2)=[N:4][CH:5]=[CH:6][CH:7]=1. Reactant: [Cl:1][C:2]1[C:3]([N:8]2[CH:12]([C:13]([O:15][CH2:16][CH3:17])=[O:14])[CH2:11][C:10](=[O:18])[NH:9]2)=[N:4][CH:5]=[CH:6][CH:7]=1.S(=O)(=O)(O)O.S(OOS([O-])(=O)=O)([O-])(=O)=O.[K+].[K+].